This data is from NCI-60 drug combinations with 297,098 pairs across 59 cell lines. The task is: Regression. Given two drug SMILES strings and cell line genomic features, predict the synergy score measuring deviation from expected non-interaction effect. Drug 1: CC12CCC3C(C1CCC2=O)CC(=C)C4=CC(=O)C=CC34C. Drug 2: CCCS(=O)(=O)NC1=C(C(=C(C=C1)F)C(=O)C2=CNC3=C2C=C(C=N3)C4=CC=C(C=C4)Cl)F. Cell line: K-562. Synergy scores: CSS=49.4, Synergy_ZIP=1.76, Synergy_Bliss=-0.698, Synergy_Loewe=-49.7, Synergy_HSA=-2.76.